This data is from Forward reaction prediction with 1.9M reactions from USPTO patents (1976-2016). The task is: Predict the product of the given reaction. Given the reactants FC1C=C(CC(N[C@H](C(O)=O)C)=O)C=C(F)C=1.CCN=C=NCCCN(C)C.Cl.CN1CCOCC1.[F:37][C:38]1[CH:39]=[C:40]([CH2:45][C:46]([NH:48][C@H:49]([C:51]([NH:53][C@H:54]2[C:60](=[O:61])[NH:59][C:58]3[CH:62]=[CH:63][CH:64]=[CH:65][C:57]=3[S:56][C@H:55]2[C:66]2[CH:71]=[C:70]([F:72])[CH:69]=[CH:68][C:67]=2[F:73])=[O:52])[CH3:50])=[O:47])[CH:41]=[C:42]([F:44])[CH:43]=1, predict the reaction product. The product is: [F:37][C:38]1[CH:39]=[C:40]([CH2:45][C:46]([NH:48][C@H:49]([C:51]([NH:53][C@@H:54]2[C:60](=[O:61])[NH:59][C:58]3[CH:62]=[CH:63][CH:64]=[CH:65][C:57]=3[S:56][C@@H:55]2[C:66]2[CH:71]=[C:70]([F:72])[CH:69]=[CH:68][C:67]=2[F:73])=[O:52])[CH3:50])=[O:47])[CH:41]=[C:42]([F:44])[CH:43]=1.